This data is from Catalyst prediction with 721,799 reactions and 888 catalyst types from USPTO. The task is: Predict which catalyst facilitates the given reaction. (1) Product: [F:1][C:2]1[CH:7]=[CH:6][CH:5]=[C:4]([F:8])[C:3]=1[CH2:9][CH2:10][NH2:11]. The catalyst class is: 470. Reactant: [F:1][C:2]1[CH:7]=[CH:6][CH:5]=[C:4]([F:8])[C:3]=1[CH2:9][C:10]#[N:11].B.[K]. (2) Reactant: [OH-].[Na+].C[O:4][C:5](=[O:36])[CH2:6][O:7][C:8]1[CH:17]=[CH:16][C:15]2[C:10](=[CH:11][CH:12]=[C:13]([CH2:18][NH:19][C:20]([C:22]3[CH:23]=[N:24][N:25]([C:30]4[CH:35]=[CH:34][CH:33]=[CH:32][CH:31]=4)[C:26]=3[CH2:27][CH2:28][CH3:29])=[O:21])[CH:14]=2)[CH:9]=1.O.Cl. Product: [C:30]1([N:25]2[C:26]([CH2:27][CH2:28][CH3:29])=[C:22]([C:20]([NH:19][CH2:18][C:13]3[CH:14]=[C:15]4[C:10](=[CH:11][CH:12]=3)[CH:9]=[C:8]([O:7][CH2:6][C:5]([OH:36])=[O:4])[CH:17]=[CH:16]4)=[O:21])[CH:23]=[N:24]2)[CH:35]=[CH:34][CH:33]=[CH:32][CH:31]=1. The catalyst class is: 5.